Regression. Given a peptide amino acid sequence and an MHC pseudo amino acid sequence, predict their binding affinity value. This is MHC class II binding data. From a dataset of Peptide-MHC class II binding affinity with 134,281 pairs from IEDB. (1) The peptide sequence is SHELMTMTRPILRLL. The MHC is DRB1_0701 with pseudo-sequence DRB1_0701. The binding affinity (normalized) is 0.919. (2) The binding affinity (normalized) is 0.395. The peptide sequence is GSLRLKGITCKPINL. The MHC is DRB1_0101 with pseudo-sequence DRB1_0101. (3) The peptide sequence is DVYYTSAFVFPTKDV. The binding affinity (normalized) is 0.563. The MHC is DRB1_0405 with pseudo-sequence DRB1_0405. (4) The peptide sequence is TYRENLRTALRYYN. The MHC is DRB1_0404 with pseudo-sequence DRB1_0404. The binding affinity (normalized) is 0.609. (5) The peptide sequence is AAASVPAADKFKTFE. The MHC is DRB1_1302 with pseudo-sequence DRB1_1302. The binding affinity (normalized) is 0.278. (6) The peptide sequence is MSIHGKGEWMTTEDM. The MHC is HLA-DQA10601-DQB10402 with pseudo-sequence HLA-DQA10601-DQB10402. The binding affinity (normalized) is 0.202. (7) The peptide sequence is GIVVAWKVRLLPVPP. The MHC is DRB1_1001 with pseudo-sequence DRB1_1001. The binding affinity (normalized) is 0.763. (8) The binding affinity (normalized) is 0.685. The peptide sequence is SSILTDSQTATKRIR. The MHC is DRB1_0701 with pseudo-sequence DRB1_0701. (9) The peptide sequence is IQHVSVNNLNVGRSPEEILR. The MHC is DRB1_1101 with pseudo-sequence DRB1_1101. The binding affinity (normalized) is 0.137.